From a dataset of Forward reaction prediction with 1.9M reactions from USPTO patents (1976-2016). Predict the product of the given reaction. (1) Given the reactants [CH2:1]([O:5][CH2:6][CH2:7][O:8][C:9]1[CH:14]=[CH:13][C:12]([C:15]2[CH:16]=[CH:17][C:18]3[N:25]([CH2:26][CH2:27][CH3:28])[CH2:24][CH2:23][CH2:22][C:21]([C:29]([NH:31][C:32]4[CH:37]=[CH:36][C:35]([S:38][CH2:39][C:40]5[N:44]([CH2:45][CH2:46][CH3:47])[CH:43]=[N:42][N:41]=5)=[CH:34][CH:33]=4)=[O:30])=[CH:20][C:19]=3[CH:48]=2)=[CH:11][CH:10]=1)[CH2:2][CH2:3][CH3:4].ClC1C=CC=C(C(OO)=[O:57])C=1.S([O-])([O-])(=O)=S.[Na+].[Na+], predict the reaction product. The product is: [CH2:1]([O:5][CH2:6][CH2:7][O:8][C:9]1[CH:14]=[CH:13][C:12]([C:15]2[CH:16]=[CH:17][C:18]3[N:25]([CH2:26][CH2:27][CH3:28])[CH2:24][CH2:23][CH2:22][C:21]([C:29]([NH:31][C:32]4[CH:33]=[CH:34][C:35]([S:38]([CH2:39][C:40]5[N:44]([CH2:45][CH2:46][CH3:47])[CH:43]=[N:42][N:41]=5)=[O:57])=[CH:36][CH:37]=4)=[O:30])=[CH:20][C:19]=3[CH:48]=2)=[CH:11][CH:10]=1)[CH2:2][CH2:3][CH3:4]. (2) Given the reactants [F:1][C:2]1[C:3]([NH:16][C:17]2[CH:22]=[CH:21][C:20](I)=[CH:19][C:18]=2[F:24])=[C:4]([CH:12]=[CH:13][C:14]=1[F:15])[C:5]([NH:7][O:8][CH2:9][CH2:10][OH:11])=[O:6].[CH3:25][C:26]([OH:30])([C:28]#[CH:29])[CH3:27], predict the reaction product. The product is: [F:1][C:2]1[C:3]([NH:16][C:17]2[CH:22]=[CH:21][C:20]([C:29]#[C:28][C:26]([OH:30])([CH3:27])[CH3:25])=[CH:19][C:18]=2[F:24])=[C:4]([CH:12]=[CH:13][C:14]=1[F:15])[C:5]([NH:7][O:8][CH2:9][CH2:10][OH:11])=[O:6]. (3) Given the reactants I[CH3:2].[H-].[Na+].[Br:5][C:6]1[CH:7]=[C:8]([C:23]([F:26])=[CH:24][CH:25]=1)[CH2:9][C@@H:10]([C:19]([O:21][CH3:22])=[O:20])[NH:11][C:12]([O:14][C:15]([CH3:18])([CH3:17])[CH3:16])=[O:13].O, predict the reaction product. The product is: [Br:5][C:6]1[CH:7]=[C:8]([C:23]([F:26])=[CH:24][CH:25]=1)[CH2:9][C@@H:10]([C:19]([O:21][CH3:22])=[O:20])[N:11]([C:12]([O:14][C:15]([CH3:18])([CH3:17])[CH3:16])=[O:13])[CH3:2]. (4) Given the reactants C(NC(C)C)(C)C.C([Li])CCC.CO[C:15](=[O:35])[CH:16]([N:23]([C:28]([O:30][C:31]([CH3:34])([CH3:33])[CH3:32])=[O:29])[CH2:24][CH2:25][C:26]#[N:27])[CH2:17][O:18][C:19]([CH3:22])([CH3:21])[CH3:20], predict the reaction product. The product is: [C:31]([O:30][C:28]([N:23]1[CH2:24][CH:25]([C:26]#[N:27])[C:15](=[O:35])[CH:16]1[CH2:17][O:18][C:19]([CH3:20])([CH3:21])[CH3:22])=[O:29])([CH3:32])([CH3:33])[CH3:34]. (5) The product is: [CH3:1][N:2]([CH3:38])[C:3]1[S:4][C@H:5]2[O:11][C@H:10]([C@H:12]([OH:17])[C:13]([F:16])([F:14])[F:15])[C@@H:9]([OH:18])[C@H:8]([OH:28])[C@H:6]2[N:7]=1. Given the reactants [CH3:1][N:2]([CH3:38])[C:3]1[S:4][C@H:5]2[O:11][C@H:10]([CH:12]([OH:17])[C:13]([F:16])([F:15])[F:14])[C@@H:9]([O:18]CC3C=CC(OC)=CC=3)[C@H:8]([O:28]CC3C=CC(OC)=CC=3)[C@H:6]2[N:7]=1.C(O)(C(F)(F)F)=O, predict the reaction product. (6) Given the reactants [F:1][C:2]1[CH:11]=[C:10]2[C:5]([C:6](=[O:24])[NH:7][C:8]([C:12]3[CH:17]=[C:16]([CH3:18])[C:15]([O:19][CH2:20][CH2:21][OH:22])=[C:14]([CH3:23])[CH:13]=3)=[N:9]2)=[C:4]([O:25][CH3:26])[CH:3]=1.N1C=CN=C1.[Si:32](Cl)([C:45]([CH3:48])([CH3:47])[CH3:46])([C:39]1[CH:44]=[CH:43][CH:42]=[CH:41][CH:40]=1)[C:33]1[CH:38]=[CH:37][CH:36]=[CH:35][CH:34]=1.[NH4+].[Cl-], predict the reaction product. The product is: [C:45]([Si:32]([C:39]1[CH:44]=[CH:43][CH:42]=[CH:41][CH:40]=1)([C:33]1[CH:34]=[CH:35][CH:36]=[CH:37][CH:38]=1)[O:22][CH2:21][CH2:20][O:19][C:15]1[C:14]([CH3:23])=[CH:13][C:12]([C:8]2[NH:7][C:6](=[O:24])[C:5]3[C:10](=[CH:11][C:2]([F:1])=[CH:3][C:4]=3[O:25][CH3:26])[N:9]=2)=[CH:17][C:16]=1[CH3:18])([CH3:48])([CH3:46])[CH3:47]. (7) Given the reactants Cl.[C:2]([NH:6][NH2:7])([CH3:5])([CH3:4])[CH3:3].C(N(CC)CC)C.[CH3:15][O:16][CH:17]=[CH:18][C:19](Cl)=[O:20], predict the reaction product. The product is: [C:2]([NH:6][NH:7][C:19](=[O:20])[CH:18]=[CH:17][O:16][CH3:15])([CH3:5])([CH3:4])[CH3:3].